Predict the reaction yield, written as a fraction of the theoretical maximum amount of product (1.0 means a 100% yield; for example, 0.34 means a 34% yield). From a dataset of Reaction yield outcomes from USPTO patents with 853,638 reactions. (1) The product is [OH:2][C:3]1[CH:4]=[CH:5][C:6]([N:9]2[C@@H:13]([C:14]3[CH:19]=[CH:18][CH:17]=[C:16]([C:20]([F:23])([F:22])[F:21])[CH:15]=3)[CH2:12][O:11][C:10]2=[O:24])=[CH:7][CH:8]=1. The yield is 0.860. The reactants are C[O:2][C:3]1[CH:8]=[CH:7][C:6]([N:9]2[C@@H:13]([C:14]3[CH:19]=[CH:18][CH:17]=[C:16]([C:20]([F:23])([F:22])[F:21])[CH:15]=3)[CH2:12][O:11][C:10]2=[O:24])=[CH:5][CH:4]=1.FC(F)(F)C1C=C([C@H]2COC(=O)N2)C=CC=1.IC1C=CC(OC)=CC=1.B(Br)(Br)Br. The catalyst is C(Cl)Cl. (2) The reactants are Br[C:2]1[CH:10]=[C:9]2[C:5]([C:6]([C:18]([O:20][CH2:21][CH3:22])=[O:19])=[N:7][N:8]2[C:11]([O:13][C:14]([CH3:17])([CH3:16])[CH3:15])=[O:12])=[CH:4][CH:3]=1.[B:23]1([B:23]2[O:27][C:26]([CH3:29])([CH3:28])[C:25]([CH3:31])([CH3:30])[O:24]2)[O:27][C:26]([CH3:29])([CH3:28])[C:25]([CH3:31])([CH3:30])[O:24]1.C([O-])(=O)C.[K+]. The catalyst is O1CCOCC1.C(OCC)(=O)C.C1C=CC(P(C2C=CC=CC=2)[C-]2C=CC=C2)=CC=1.C1C=CC(P(C2C=CC=CC=2)[C-]2C=CC=C2)=CC=1.Cl[Pd]Cl.[Fe+2].ClCCl. The product is [CH3:30][C:25]1([CH3:31])[C:26]([CH3:29])([CH3:28])[O:27][B:23]([C:2]2[CH:10]=[C:9]3[C:5]([C:6]([C:18]([O:20][CH2:21][CH3:22])=[O:19])=[N:7][N:8]3[C:11]([O:13][C:14]([CH3:17])([CH3:16])[CH3:15])=[O:12])=[CH:4][CH:3]=2)[O:24]1. The yield is 0.750. (3) The reactants are C[Si](C=[N+]=[N-])(C)C.[Br:8][C:9]1[CH:17]=[CH:16][C:15]([F:18])=[CH:14][C:10]=1[C:11]([OH:13])=[O:12].[C:19](O)(=O)C. The catalyst is CO. The product is [Br:8][C:9]1[CH:17]=[CH:16][C:15]([F:18])=[CH:14][C:10]=1[C:11]([O:13][CH3:19])=[O:12]. The yield is 0.980. (4) The reactants are [CH3:1][O:2][C:3]1[CH:4]=[C:5]([CH:8]=[CH:9][CH:10]=1)[CH:6]=O.[C:11]([CH2:13][C:14]([O:16]CC)=O)#[N:12].Cl.[NH2:20][C:21]([NH2:23])=[NH:22].C(=O)([O-])[O-].[K+].[K+]. The catalyst is C(O)C. The product is [NH2:23][C:21]1[N:22]=[C:14]([OH:16])[C:13]([C:11]#[N:12])=[C:6]([C:5]2[CH:8]=[CH:9][CH:10]=[C:3]([O:2][CH3:1])[CH:4]=2)[N:20]=1. The yield is 0.180. (5) The reactants are [Se](=O)=[O:2].[C:4]([C@H:8]1[CH2:13][CH2:12][C@H:11]([O:14][C:15]2[CH:24]=[C:23]3[C:18]([CH:19]=[C:20]([CH3:25])[N:21]=[CH:22]3)=[CH:17][CH:16]=2)[CH2:10][CH2:9]1)([CH3:7])([CH3:6])[CH3:5]. The yield is 0.500. The catalyst is C1(OC2C=CC=CC=2)C=CC=CC=1. The product is [C:4]([C@H:8]1[CH2:13][CH2:12][C@H:11]([O:14][C:15]2[CH:24]=[C:23]3[C:18]([CH:19]=[C:20]([CH:25]=[O:2])[N:21]=[CH:22]3)=[CH:17][CH:16]=2)[CH2:10][CH2:9]1)([CH3:7])([CH3:6])[CH3:5]. (6) The reactants are [F:1][C:2]1[CH:3]=[C:4]([CH:7]=[CH:8][CH:9]=1)[CH2:5][NH2:6].[Cl:10][C:11]1[C:20]([C:21](Cl)=[O:22])=[C:19]([CH3:24])[C:18]2[C:13](=[CH:14][C:15]([C:25]([F:28])([F:27])[F:26])=[CH:16][CH:17]=2)[N:12]=1. The catalyst is O1CCOCC1. The product is [Cl:10][C:11]1[C:20]([C:21]([NH:6][CH2:5][C:4]2[CH:7]=[CH:8][CH:9]=[C:2]([F:1])[CH:3]=2)=[O:22])=[C:19]([CH3:24])[C:18]2[C:13](=[CH:14][C:15]([C:25]([F:26])([F:28])[F:27])=[CH:16][CH:17]=2)[N:12]=1. The yield is 0.830.